Dataset: Reaction yield outcomes from USPTO patents with 853,638 reactions. Task: Predict the reaction yield, written as a fraction of the theoretical maximum amount of product (1.0 means a 100% yield; for example, 0.34 means a 34% yield). (1) The reactants are Cl.[F:2][C:3]([F:25])([F:24])[C:4]1[CH:9]=[CH:8][C:7]([C:10]2[C:11]3[CH2:18][CH2:17][CH:16]([O:19][CH2:20][C:21](O)=[O:22])[C:12]=3[CH:13]=[N:14][CH:15]=2)=[CH:6][CH:5]=1.[CH:26]([N:29](CC)[CH:30](C)C)(C)C.CNC.CCO.CCCP1(OP(CCC)(=O)OP(CCC)(=O)O1)=O. The catalyst is C1COCC1. The product is [CH3:26][N:29]([CH3:30])[C:21](=[O:22])[CH2:20][O:19][CH:16]1[C:12]2[CH:13]=[N:14][CH:15]=[C:10]([C:7]3[CH:8]=[CH:9][C:4]([C:3]([F:2])([F:24])[F:25])=[CH:5][CH:6]=3)[C:11]=2[CH2:18][CH2:17]1. The yield is 0.720. (2) The reactants are [Br:1][C:2]1[CH:3]=[C:4]([NH2:9])[C:5]([NH2:8])=[CH:6][CH:7]=1.[CH:10](OC)(OC)OC.Cl.C([O-])(O)=O.[Na+]. The yield is 1.00. The catalyst is CN(C=O)C.O. The product is [Br:1][C:2]1[CH:7]=[CH:6][C:5]2[NH:8][CH:10]=[N:9][C:4]=2[CH:3]=1.